This data is from Reaction yield outcomes from USPTO patents with 853,638 reactions. The task is: Predict the reaction yield, written as a fraction of the theoretical maximum amount of product (1.0 means a 100% yield; for example, 0.34 means a 34% yield). (1) The reactants are ClC1C=CC([C@@H]2CCN(C(OC(C)(C)C)=O)C[C@H]2C(OC)=O)=CC=1.[F:25][C:26]1[CH:31]=[CH:30][C:29]([C@@H:32]2[CH2:37][CH2:36][N:35]([C:38]([O:40][C:41]([CH3:44])([CH3:43])[CH3:42])=[O:39])[CH2:34][C@H:33]2[C:45](OC)=[O:46])=[CH:28][CH:27]=1. No catalyst specified. The product is [F:25][C:26]1[CH:27]=[CH:28][C:29]([C@@H:32]2[CH2:37][CH2:36][N:35]([C:38]([O:40][C:41]([CH3:42])([CH3:43])[CH3:44])=[O:39])[CH2:34][C@H:33]2[CH2:45][OH:46])=[CH:30][CH:31]=1. The yield is 0.650. (2) The reactants are [CH3:1][C:2]1[O:6][C:5]([C:7]([OH:9])=O)=[CH:4][C:3]=1[C:10]1[N:14]([CH3:15])[N:13]=[CH:12][CH:11]=1.[NH2:16][C@@H:17]([CH2:30][C:31]1[CH:36]=[CH:35][CH:34]=[CH:33][C:32]=1[C:37]([F:40])([F:39])[F:38])[CH2:18][N:19]1[C:27](=[O:28])[C:26]2[C:21](=[CH:22][CH:23]=[CH:24][CH:25]=2)[C:20]1=[O:29].C(N(C(C)C)CC)(C)C.F[P-](F)(F)(F)(F)F.Br[P+](N1CCCC1)(N1CCCC1)N1CCCC1. The catalyst is C(Cl)Cl. The product is [O:28]=[C:27]1[C:26]2[C:21](=[CH:22][CH:23]=[CH:24][CH:25]=2)[C:20](=[O:29])[N:19]1[CH2:18][C@@H:17]([NH:16][C:7]([C:5]1[O:6][C:2]([CH3:1])=[C:3]([C:10]2[N:14]([CH3:15])[N:13]=[CH:12][CH:11]=2)[CH:4]=1)=[O:9])[CH2:30][C:31]1[CH:36]=[CH:35][CH:34]=[CH:33][C:32]=1[C:37]([F:39])([F:38])[F:40]. The yield is 0.370.